Dataset: Forward reaction prediction with 1.9M reactions from USPTO patents (1976-2016). Task: Predict the product of the given reaction. (1) The product is: [C:34]([O:33][C:31]([N:28]1[CH2:27][CH2:26][C:25]([CH2:6][C:5]([CH3:7])=[CH2:8])([C:23]([OH:22])=[O:24])[CH2:30][CH2:29]1)=[O:32])([CH3:35])([CH3:36])[CH3:37]. Given the reactants C(N[CH:5]([CH3:7])[CH3:6])(C)C.[CH2:8]([Li])CCC.CCCCCC.CC(=C)C[O:22][C:23]([CH:25]1[CH2:30][CH2:29][N:28]([C:31]([O:33][C:34]([CH3:37])([CH3:36])[CH3:35])=[O:32])[CH2:27][CH2:26]1)=[O:24].C[Si](Cl)(C)C.Cl, predict the reaction product. (2) The product is: [C:1]([N:4]1[CH2:9][CH2:8][N:7]([CH2:11][CH2:12][CH2:13][OH:14])[CH2:6][CH2:5]1)(=[O:3])[CH3:2]. Given the reactants [C:1]([N:4]1[CH2:9][CH2:8][NH:7][CH2:6][CH2:5]1)(=[O:3])[CH3:2].Br[CH2:11][CH2:12][CH2:13][OH:14].C(=O)([O-])[O-].[K+].[K+], predict the reaction product. (3) Given the reactants [Cl:1][C:2]1[CH:10]=[C:9]([C:11]([O:13]C)=[O:12])[CH:8]=[C:7]([Cl:15])[C:3]=1[C:4]([OH:6])=[O:5].[OH-].[Na+].O.O1CCC[CH2:20]1, predict the reaction product. The product is: [CH3:20][O:6][C:4](=[O:5])[C:3]1[C:2]([Cl:1])=[CH:10][C:9]([C:11]([OH:13])=[O:12])=[CH:8][C:7]=1[Cl:15]. (4) Given the reactants [CH:1]1([C:4]2[NH:8][N:7]=[C:6]([C:9]([O:11][CH2:12][CH3:13])=[O:10])[C:5]=2[CH3:14])[CH2:3][CH2:2]1.[H-].[Na+].Br[CH2:18][C:19]1[CH:24]=[CH:23][C:22]([O:25][CH3:26])=[CH:21][CH:20]=1.O, predict the reaction product. The product is: [CH:1]1([C:4]2[N:8]([CH2:18][C:19]3[CH:24]=[CH:23][C:22]([O:25][CH3:26])=[CH:21][CH:20]=3)[N:7]=[C:6]([C:9]([O:11][CH2:12][CH3:13])=[O:10])[C:5]=2[CH3:14])[CH2:2][CH2:3]1. (5) The product is: [CH:21]([CH:10]([CH2:7][CH:8]=[CH2:9])[C:11]([O:13][CH2:14][CH3:15])=[O:12])([CH2:23][CH3:24])[CH3:22]. Given the reactants [Cl-].[Li+].CS(C)=O.[CH2:7]([C:10]([CH:21]([CH2:23][CH3:24])[CH3:22])(C(OCC)=O)[C:11]([O:13][CH2:14][CH3:15])=[O:12])[CH:8]=[CH2:9], predict the reaction product. (6) Given the reactants [OH:1][C@@H:2]1[C@@H:7]([NH:8][CH3:9])[CH2:6][CH2:5][CH2:4][C@@H:3]1[NH:10][C:11](=[O:20])[O:12][CH2:13][C:14]1[CH:19]=[CH:18][CH:17]=[CH:16][CH:15]=1.[CH3:33][C:32]([O:31][C:29](O[C:29]([O:31][C:32]([CH3:35])([CH3:34])[CH3:33])=[O:30])=[O:30])([CH3:35])[CH3:34], predict the reaction product. The product is: [C:32]([O:31][C:29]([N:8]([CH3:9])[C@H:7]1[CH2:6][CH2:5][CH2:4][C@H:3]([NH:10][C:11](=[O:20])[O:12][CH2:13][C:14]2[CH:19]=[CH:18][CH:17]=[CH:16][CH:15]=2)[C@@H:2]1[OH:1])=[O:30])([CH3:33])([CH3:34])[CH3:35]. (7) Given the reactants [Br:1][C:2]1[CH:3]=[C:4]([C@@:11]2([CH3:18])[NH:16][C:15](=O)[CH2:14][O:13][CH2:12]2)[CH:5]=[C:6]([N+:8]([O-:10])=[O:9])[CH:7]=1.COC1C=CC(P2(SP(C3C=CC(OC)=CC=3)(=S)S2)=[S:28])=CC=1, predict the reaction product. The product is: [Br:1][C:2]1[CH:3]=[C:4]([C@@:11]2([CH3:18])[NH:16][C:15](=[S:28])[CH2:14][O:13][CH2:12]2)[CH:5]=[C:6]([N+:8]([O-:10])=[O:9])[CH:7]=1. (8) Given the reactants O(CC)[K:2].[C:5]([O:12][CH2:13][CH3:14])(=[O:11])[C:6]([O:8]CC)=O.[C:15](#[N:18])[CH2:16][CH3:17], predict the reaction product. The product is: [C:15]([C:16]([CH3:17])=[C:6]([O-:8])[C:5]([O:12][CH2:13][CH3:14])=[O:11])#[N:18].[K+:2].